From a dataset of Forward reaction prediction with 1.9M reactions from USPTO patents (1976-2016). Predict the product of the given reaction. (1) Given the reactants C1(P([N:15]=[N+:16]=[N-:17])(C2C=CC=CC=2)=O)C=CC=CC=1.N12CCCN=C1CCCCC2.[CH3:29][C:30]1[N:31]=[C:32]([CH2:35]O)[S:33][CH:34]=1, predict the reaction product. The product is: [N:15]([CH2:35][C:32]1[S:33][CH:34]=[C:30]([CH3:29])[N:31]=1)=[N+:16]=[N-:17]. (2) Given the reactants [Cl:1][C:2]1[CH:7]=[C:6](Cl)[CH:5]=[CH:4][C:3]=1[SH:9].[Br:10][C:11]1[CH:16]=[CH:15][CH:14]=[CH:13][C:12]=1S.Cl[C:19]1C=CC=C[C:20]=1[CH:21]=[O:22].[NH2:27][CH2:28][CH2:29][CH2:30][CH2:31][CH2:32]CO.N1CCCCC1, predict the reaction product. The product is: [Br:10][C:11]1[CH:16]=[CH:15][CH:14]=[CH:13][C:12]=1[S:9][C:3]1[CH:4]=[CH:5][C:6](/[CH:19]=[CH:20]/[C:21]([N:27]2[CH2:28][CH2:29][CH2:30][CH2:31][CH2:32]2)=[O:22])=[CH:7][C:2]=1[Cl:1]. (3) Given the reactants ClC1C=C(N2CCN(C(C3N(C4C=CC=CC=4)N=C(C)C=3)=O)CC2)C=CC=1.[CH2:28]([O:35][C:36]1[CH:37]=[C:38]([N:42]2CCNCC2)[CH:39]=[CH:40][CH:41]=1)[C:29]1[CH:34]=[CH:33][CH:32]=[CH:31][CH:30]=1, predict the reaction product. The product is: [C:29]1([CH2:28][O:35][C:36]2[CH:37]=[C:38]([NH2:42])[CH:39]=[CH:40][CH:41]=2)[CH:34]=[CH:33][CH:32]=[CH:31][CH:30]=1. (4) Given the reactants [Cl:1][C:2]1[CH:7]=[CH:6][C:5]([C:8]2[CH:13]=[CH:12][CH:11]=[CH:10][CH:9]=2)=[CH:4][CH:3]=1.[C:14]1(=[O:20])[O:19][C:17](=[O:18])[CH2:16][CH2:15]1.[Cl-].[Al+3].[Cl-].[Cl-], predict the reaction product. The product is: [Cl:1][C:2]1[CH:3]=[CH:4][C:5]([C:8]2[CH:13]=[CH:12][C:11]([C:14](=[O:20])[CH2:15][CH2:16][C:17]([OH:19])=[O:18])=[CH:10][CH:9]=2)=[CH:6][CH:7]=1. (5) Given the reactants [CH3:1][O:2][C:3](=[O:6])[CH2:4]Br.[CH3:7][C:8]1[NH:9][CH:10]=[CH:11][N:12]=1.C(=O)([O-])[O-].[K+].[K+], predict the reaction product. The product is: [CH3:1][O:2][C:3](=[O:6])[CH2:4][N:9]1[CH:10]=[CH:11][N:12]=[C:8]1[CH3:7].